Dataset: Full USPTO retrosynthesis dataset with 1.9M reactions from patents (1976-2016). Task: Predict the reactants needed to synthesize the given product. (1) Given the product [CH:1]1([CH2:4][O:5][C:6]2[CH:7]=[C:8]3[C:38](=[CH:39][CH:40]=2)[C:16]2[NH:17][C:18]([C:20]4[C:27]([C:28]#[N:29])=[CH:26][CH:25]=[CH:24][C:21]=4[C:22]#[N:23])=[N:19][C:15]=2[C:14]2[CH:13]=[CH:12][C:11]([CH2:41][C:42]([OH:45])([CH3:43])[CH3:44])=[CH:10][C:9]3=2)[CH2:3][CH2:2]1, predict the reactants needed to synthesize it. The reactants are: [CH:1]1([CH2:4][O:5][C:6]2[CH:7]=[C:8]3[C:38](=[CH:39][CH:40]=2)[C:16]2[N:17](COCC[Si](C)(C)C)[C:18]([C:20]4[C:27]([C:28]#[N:29])=[CH:26][CH:25]=[CH:24][C:21]=4[C:22]#[N:23])=[N:19][C:15]=2[C:14]2[CH:13]=[CH:12][C:11]([CH2:41][C:42]([OH:45])([CH3:44])[CH3:43])=[CH:10][C:9]3=2)[CH2:3][CH2:2]1.O. (2) Given the product [OH:12][C:10]1[CH:9]=[CH:8][CH:7]=[C:6]2[C:11]=1[N:2]([CH3:1])[C:3](=[O:14])[CH:4]=[CH:5]2, predict the reactants needed to synthesize it. The reactants are: [CH3:1][N:2]1[C:11]2[C:6](=[CH:7][CH:8]=[CH:9][C:10]=2[O:12]C)[CH:5]=[CH:4][C:3]1=[O:14]. (3) The reactants are: [Br:1][C:2]1[N:7]=[C:6]([NH2:8])[C:5]([N+:9]([O-])=O)=[CH:4][CH:3]=1.CC(O)=O.CO. Given the product [Br:1][C:2]1[N:7]=[C:6]([NH2:8])[C:5]([NH2:9])=[CH:4][CH:3]=1, predict the reactants needed to synthesize it. (4) Given the product [C:11]([O:14][C:15]([NH:1][C@H:2]([CH2:7][CH:8]=[CH2:9])[C:3]([O:5][CH3:6])=[O:4])=[O:16])([CH3:13])([CH3:12])[CH3:10], predict the reactants needed to synthesize it. The reactants are: [NH2:1][C@H:2]([CH2:7][CH:8]=[CH2:9])[C:3]([O:5][CH3:6])=[O:4].[CH3:10][C:11]([O:14][C:15](O[C:15]([O:14][C:11]([CH3:13])([CH3:12])[CH3:10])=[O:16])=[O:16])([CH3:13])[CH3:12].